Predict which catalyst facilitates the given reaction. From a dataset of Catalyst prediction with 721,799 reactions and 888 catalyst types from USPTO. (1) Reactant: [C:1]1([C:7](=O)[CH2:8][C:9]2[CH:14]=[N:13][CH:12]=[CH:11][N:10]=2)[CH:6]=[CH:5][CH:4]=[CH:3][CH:2]=1.[CH2:16]([O:18][C:19]1[CH:20]=[C:21]([CH:24]=[C:25]([N+:28]([O-:30])=[O:29])[C:26]=1[OH:27])[CH:22]=O)[CH3:17].[NH2:31][C:32]([NH2:34])=[O:33].Cl. Product: [CH2:16]([O:18][C:19]1[CH:20]=[C:21]([CH:22]2[C:8]([C:9]3[CH:14]=[N:13][CH:12]=[CH:11][N:10]=3)=[C:7]([C:1]3[CH:6]=[CH:5][CH:4]=[CH:3][CH:2]=3)[NH:34][C:32](=[O:33])[NH:31]2)[CH:24]=[C:25]([N+:28]([O-:30])=[O:29])[C:26]=1[OH:27])[CH3:17]. The catalyst class is: 8. (2) Reactant: [Cl:1][C:2]1[N:7]=[C:6](Cl)[CH:5]=[CH:4][N:3]=1.C(N(C(C)C)C(C)C)C.[CH3:18][CH:19]([O:21][C:22]1[CH:23]=[C:24]([CH2:28][CH2:29][C:30]2[NH:34][N:33]=[C:32]([NH2:35])[CH:31]=2)[CH:25]=[CH:26][CH:27]=1)[CH3:20].O. Product: [Cl:1][C:2]1[N:7]=[C:6]([NH:35][C:32]2[CH:31]=[C:30]([CH2:29][CH2:28][C:24]3[CH:25]=[CH:26][CH:27]=[C:22]([O:21][CH:19]([CH3:20])[CH3:18])[CH:23]=3)[NH:34][N:33]=2)[CH:5]=[CH:4][N:3]=1. The catalyst class is: 8. (3) Reactant: [F:1][C:2]1[CH:9]=[CH:8][C:7]([C:10]#[C:11][C:12]2([OH:32])[CH2:17][CH2:16][N:15]([C:18](=[O:31])[CH2:19][C:20]3[CH:25]=[CH:24][C:23]([N:26]4[CH:30]=[N:29][N:28]=[N:27]4)=[CH:22][CH:21]=3)[CH2:14][CH2:13]2)=[CH:6][C:3]=1[C:4]#[N:5]. Product: [F:1][C:2]1[CH:9]=[CH:8][C:7]([CH2:10][CH2:11][C:12]2([OH:32])[CH2:17][CH2:16][N:15]([C:18](=[O:31])[CH2:19][C:20]3[CH:25]=[CH:24][C:23]([N:26]4[CH:30]=[N:29][N:28]=[N:27]4)=[CH:22][CH:21]=3)[CH2:14][CH2:13]2)=[CH:6][C:3]=1[C:4]#[N:5]. The catalyst class is: 43. (4) Reactant: [CH2:1]([O:3][C:4]1[CH:5]=[C:6]([C:13]2[C:14](=[O:19])[NH:15][CH:16]=[N:17][CH:18]=2)[CH:7]=[CH:8][C:9]=1[N+:10]([O-])=O)[CH3:2].O.O.[Sn](Cl)Cl.C(=O)(O)[O-].[Na+]. Product: [NH2:10][C:9]1[CH:8]=[CH:7][C:6]([C:13]2[C:14](=[O:19])[NH:15][CH:16]=[N:17][CH:18]=2)=[CH:5][C:4]=1[O:3][CH2:1][CH3:2]. The catalyst class is: 336. (5) Reactant: CCN(C(C)C)C(C)C.[F:10][C:11]1[CH:12]=[C:13]([CH:17]=[C:18]([C:20]([F:23])([F:22])[F:21])[CH:19]=1)[C:14]([OH:16])=O.C1C=CC2N(O)N=NC=2C=1.CCN=C=NCCCN(C)C.Cl.[O:46]=[C:47]([N:64]1[CH2:69][CH2:68][NH:67][CH2:66][CH2:65]1)[CH2:48][NH:49][C:50]([C:52]1[CH:57]=[CH:56][C:55]([C:58]2[CH:63]=[CH:62][CH:61]=[CH:60][CH:59]=2)=[CH:54][CH:53]=1)=[O:51]. Product: [F:10][C:11]1[CH:12]=[C:13]([CH:17]=[C:18]([C:20]([F:23])([F:22])[F:21])[CH:19]=1)[C:14]([N:67]1[CH2:66][CH2:65][N:64]([C:47](=[O:46])[CH2:48][NH:49][C:50]([C:52]2[CH:57]=[CH:56][C:55]([C:58]3[CH:63]=[CH:62][CH:61]=[CH:60][CH:59]=3)=[CH:54][CH:53]=2)=[O:51])[CH2:69][CH2:68]1)=[O:16]. The catalyst class is: 18. (6) Reactant: C(OC(=O)[NH:7][C:8]1[CH:13]=[CH:12][C:11]([C:14]2[CH:19]=[CH:18][C:17]([F:20])=[CH:16][CH:15]=2)=[CH:10][C:9]=1[NH:21][C:22](=[O:36])[CH2:23][C:24]([C:26]1[N:27]=[C:28]([N:31]2[CH:35]=[CH:34][N:33]=[CH:32]2)[S:29][CH:30]=1)=O)(C)(C)C.C(O)(C(F)(F)F)=O. Product: [F:20][C:17]1[CH:18]=[CH:19][C:14]([C:11]2[CH:12]=[CH:13][C:8]3[N:7]=[C:24]([C:26]4[N:27]=[C:28]([N:31]5[CH:35]=[CH:34][N:33]=[CH:32]5)[S:29][CH:30]=4)[CH2:23][C:22](=[O:36])[NH:21][C:9]=3[CH:10]=2)=[CH:15][CH:16]=1. The catalyst class is: 2. (7) Reactant: [Br:1][C:2]1[C:3]([CH3:12])=[C:4]([N+:9]([O-:11])=[O:10])[CH:5]=[CH:6][C:7]=1[CH3:8].N1CCCC1.[CH3:18][N:19]([CH:21]=O)[CH3:20].C[C:18]([N:19]([CH3:21])[CH3:20])=O. Product: [Br:1][C:2]1[C:7]([CH3:8])=[CH:6][CH:5]=[C:4]([N+:9]([O-:11])=[O:10])[C:3]=1[CH:12]=[CH:18][N:19]([CH3:21])[CH3:20]. The catalyst class is: 6. (8) Reactant: [CH3:1][O:2][C:3]1[CH:4]=[C:5]([CH2:9][S:10]([C:13]2[CH:14]=[C:15]3[C:19](=[CH:20][CH:21]=2)[NH:18][C:17](=[O:22])[CH2:16]3)(=[O:12])=[O:11])[CH:6]=[CH:7][CH:8]=1.[CH2:23]([N:25]([CH2:40][CH3:41])[CH2:26][CH2:27][NH:28][C:29]([C:31]1[C:35]([CH3:36])=[C:34]([CH:37]=O)[NH:33][C:32]=1[CH3:39])=[O:30])[CH3:24].N1CCCCC1. Product: [CH2:40]([N:25]([CH2:23][CH3:24])[CH2:26][CH2:27][NH:28][C:29]([C:31]1[C:35]([CH3:36])=[C:34](/[CH:37]=[C:16]2\[C:17](=[O:22])[NH:18][C:19]3[C:15]\2=[CH:14][C:13]([S:10]([CH2:9][C:5]2[CH:6]=[CH:7][CH:8]=[C:3]([O:2][CH3:1])[CH:4]=2)(=[O:11])=[O:12])=[CH:21][CH:20]=3)[NH:33][C:32]=1[CH3:39])=[O:30])[CH3:41]. The catalyst class is: 8.